This data is from Full USPTO retrosynthesis dataset with 1.9M reactions from patents (1976-2016). The task is: Predict the reactants needed to synthesize the given product. (1) Given the product [N+:38]([C:27]1[CH:26]=[C:25]([B:15]2[O:16][C:17]([CH3:22])([CH3:23])[C:18]([CH3:20])([CH3:21])[O:19]2)[CH:37]=[CH:36][C:28]=1[C:29]([O:31][C:32]([CH3:35])([CH3:34])[CH3:33])=[O:30])([O-:40])=[O:39], predict the reactants needed to synthesize it. The reactants are: C([O-])(=O)C.[K+].[B:15]1([B:15]2[O:19][C:18]([CH3:21])([CH3:20])[C:17]([CH3:23])([CH3:22])[O:16]2)[O:19][C:18]([CH3:21])([CH3:20])[C:17]([CH3:23])([CH3:22])[O:16]1.Br[C:25]1[CH:37]=[CH:36][C:28]([C:29]([O:31][C:32]([CH3:35])([CH3:34])[CH3:33])=[O:30])=[C:27]([N+:38]([O-:40])=[O:39])[CH:26]=1. (2) Given the product [N:1]1([CH2:7][CH2:8][CH2:9][NH:10][S:11]([C:14]2[C:19]([Cl:20])=[CH:18][CH:17]=[C:16]([NH2:21])[C:15]=2[OH:24])(=[O:13])=[O:12])[CH2:6][CH2:5][O:4][CH2:3][CH2:2]1, predict the reactants needed to synthesize it. The reactants are: [N:1]1([CH2:7][CH2:8][CH2:9][NH:10][S:11]([C:14]2[C:19]([Cl:20])=[CH:18][CH:17]=[C:16]([N+:21]([O-])=O)[C:15]=2[OH:24])(=[O:13])=[O:12])[CH2:6][CH2:5][O:4][CH2:3][CH2:2]1.[H][H]. (3) The reactants are: [CH2:1]([CH:4]([CH2:12][CH2:13][CH3:14])[C:5]([O:7][CH2:8][CH2:9][CH2:10][OH:11])=[O:6])[CH2:2][CH3:3].CC(C)=[O:17].OS(O)(=O)=O.O=[Cr](=O)=O.CC(O)C. Given the product [CH2:12]([CH:4]([CH2:1][CH2:2][CH3:3])[C:5]([O:7][CH2:8][CH2:9][C:10]([OH:17])=[O:11])=[O:6])[CH2:13][CH3:14], predict the reactants needed to synthesize it. (4) Given the product [CH2:40]([O:39][C:37](=[O:38])[CH2:36][C:33]1[CH:34]=[CH:35][C:30]([S:24][C:21]2[CH:20]=[CH:19][C:18]([C:17]3[O:16][N:15]=[C:14]([CH3:25])[C:13]=3[NH:12][C:11]([O:10][C@@H:8]([C:3]3[CH:4]=[CH:5][CH:6]=[CH:7][C:2]=3[F:1])[CH3:9])=[O:26])=[CH:23][CH:22]=2)=[CH:31][CH:32]=1)[CH3:41], predict the reactants needed to synthesize it. The reactants are: [F:1][C:2]1[CH:7]=[CH:6][CH:5]=[CH:4][C:3]=1[C@H:8]([O:10][C:11](=[O:26])[NH:12][C:13]1[C:14]([CH3:25])=[N:15][O:16][C:17]=1[C:18]1[CH:23]=[CH:22][C:21]([SH:24])=[CH:20][CH:19]=1)[CH3:9].N#N.Br[C:30]1[CH:35]=[CH:34][C:33]([CH2:36][C:37]([O:39][CH2:40][CH3:41])=[O:38])=[CH:32][CH:31]=1.C(N(C(C)C)CC)(C)C.C1(P(C2C=CC=CC=2)C2C3OC4C(=CC=CC=4P(C4C=CC=CC=4)C4C=CC=CC=4)C(C)(C)C=3C=CC=2)C=CC=CC=1.